Task: Predict which catalyst facilitates the given reaction.. Dataset: Catalyst prediction with 721,799 reactions and 888 catalyst types from USPTO Reactant: [NH2:1][CH:2]1[CH2:7][CH2:6][CH:5]([C:8]([N:10]2[CH2:15][CH2:14][CH:13]([OH:16])[CH2:12][CH2:11]2)=[O:9])[CH2:4][CH2:3]1.CCN(C(C)C)C(C)C.CN1C(=O)CCC1.[CH3:33][S:34]([CH2:37][CH2:38][CH2:39][O:40][C:41]1[CH:42]=[CH:43][CH:44]=[C:45]2[C:49]=1[NH:48][N:47]=[C:46]2[C:50]1[CH:55]=[CH:54][N:53]=[C:52](S(C)=O)[N:51]=1)(=[O:36])=[O:35]. Product: [OH:16][CH:13]1[CH2:14][CH2:15][N:10]([C:8]([CH:5]2[CH2:4][CH2:3][CH:2]([NH:1][C:52]3[N:51]=[C:50]([C:46]4[C:45]5[C:49](=[C:41]([O:40][CH2:39][CH2:38][CH2:37][S:34]([CH3:33])(=[O:35])=[O:36])[CH:42]=[CH:43][CH:44]=5)[NH:48][N:47]=4)[CH:55]=[CH:54][N:53]=3)[CH2:7][CH2:6]2)=[O:9])[CH2:11][CH2:12]1. The catalyst class is: 6.